Dataset: NCI-60 drug combinations with 297,098 pairs across 59 cell lines. Task: Regression. Given two drug SMILES strings and cell line genomic features, predict the synergy score measuring deviation from expected non-interaction effect. Drug 1: CC1OCC2C(O1)C(C(C(O2)OC3C4COC(=O)C4C(C5=CC6=C(C=C35)OCO6)C7=CC(=C(C(=C7)OC)O)OC)O)O. Drug 2: C1=C(C(=O)NC(=O)N1)N(CCCl)CCCl. Cell line: MDA-MB-231. Synergy scores: CSS=36.7, Synergy_ZIP=-6.01, Synergy_Bliss=-0.293, Synergy_Loewe=4.55, Synergy_HSA=6.60.